This data is from Catalyst prediction with 721,799 reactions and 888 catalyst types from USPTO. The task is: Predict which catalyst facilitates the given reaction. (1) Reactant: N#N.[CH3:3][O:4][CH2:5][C:6]1[S:10][C:9]([CH2:11][OH:12])=[CH:8][CH:7]=1.CCN(CC)CC.[S:20](Cl)([CH3:23])(=[O:22])=[O:21]. Product: [CH3:23][S:20]([O:12][CH2:11][C:9]1[S:10][C:6]([CH2:5][O:4][CH3:3])=[CH:7][CH:8]=1)(=[O:22])=[O:21]. The catalyst class is: 64. (2) Reactant: [Cl:1][C:2]1[C:3]([CH3:18])=[C:4]([NH:10][C@H:11]([C@@H:15]([OH:17])[CH3:16])[C:12]([OH:14])=O)[CH:5]=[CH:6][C:7]=1[C:8]#[N:9].[I:19][C:20]1[CH:29]=[CH:28][C:23]([C:24]([NH:26][NH2:27])=[O:25])=[CH:22][CH:21]=1.O.ON1C2C=CC=CC=2N=N1.Cl.CN(C)CCCN=C=NCC.CCN(CC)CC. Product: [Cl:1][C:2]1[C:3]([CH3:18])=[C:4]([NH:10][C@H:11]([C@@H:15]([OH:17])[CH3:16])[C:12]([NH:27][NH:26][C:24](=[O:25])[C:23]2[CH:22]=[CH:21][C:20]([I:19])=[CH:29][CH:28]=2)=[O:14])[CH:5]=[CH:6][C:7]=1[C:8]#[N:9]. The catalyst class is: 1. (3) Reactant: C([O:4][C:5]1[C:13]2[C:8](=[CH:9][C:10]([Br:15])=[C:11]([F:14])[CH:12]=2)[N:7]([C:16](=[O:18])[CH3:17])[C:6]=1[CH3:19])(=O)C.S([O-])([O-])=O.[Na+].[Na+]. Product: [C:16]([N:7]1[C:8]2[C:13](=[CH:12][C:11]([F:14])=[C:10]([Br:15])[CH:9]=2)[C:5](=[O:4])[CH:6]1[CH3:19])(=[O:18])[CH3:17]. The catalyst class is: 40. (4) Reactant: Br[CH:2]1[C:7](=O)[CH2:6][CH2:5][CH:4]([NH:9][C:10](=[O:12])[CH3:11])[CH2:3]1.[Cl:13][CH2:14][CH2:15][CH2:16][O:17][C:18]1[CH:23]=[CH:22][C:21]([C:24](=[S:26])[NH2:25])=[CH:20][CH:19]=1. Product: [Cl:13][CH2:14][CH2:15][CH2:16][O:17][C:18]1[CH:23]=[CH:22][C:21]([C:24]2[S:26][C:2]3[CH2:3][CH:4]([NH:9][C:10](=[O:12])[CH3:11])[CH2:5][CH2:6][C:7]=3[N:25]=2)=[CH:20][CH:19]=1. The catalyst class is: 9. (5) Reactant: Br[C:2]1[CH:7]=[CH:6][C:5]([Br:8])=[CH:4][N:3]=1.[F:9][C:10]1([F:16])[CH2:15][CH2:14][NH:13][CH2:12][CH2:11]1.O. Product: [Br:8][C:5]1[CH:6]=[CH:7][C:2]([N:13]2[CH2:14][CH2:15][C:10]([F:16])([F:9])[CH2:11][CH2:12]2)=[N:3][CH:4]=1. The catalyst class is: 44. (6) Reactant: Cl[C:2]1[C:3](=[O:18])[N:4]([CH:15]([CH3:17])[CH3:16])[S:5](=[O:14])(=[O:13])[C:6]=1[C:7]1[CH:12]=[CH:11][CH:10]=[CH:9][CH:8]=1.[NH2:19][CH2:20][CH2:21][OH:22]. Product: [OH:22][CH2:21][CH2:20][NH:19][C:2]1[C:3](=[O:18])[N:4]([CH:15]([CH3:17])[CH3:16])[S:5](=[O:14])(=[O:13])[C:6]=1[C:7]1[CH:12]=[CH:11][CH:10]=[CH:9][CH:8]=1. The catalyst class is: 31. (7) Reactant: Br[C:2]1[CH:3]=[C:4]([CH:7]=[CH:8][C:9]=1[F:10])[CH:5]=[O:6].[S:11]1[CH:15]=[CH:14][CH:13]=[C:12]1B(O)O.C(=O)([O-])[O-].[Na+].[Na+].O. Product: [F:10][C:9]1[CH:8]=[CH:7][C:4]([CH:5]=[O:6])=[CH:3][C:2]=1[C:12]1[S:11][CH:15]=[CH:14][CH:13]=1. The catalyst class is: 837.